This data is from NCI-60 drug combinations with 297,098 pairs across 59 cell lines. The task is: Regression. Given two drug SMILES strings and cell line genomic features, predict the synergy score measuring deviation from expected non-interaction effect. (1) Drug 1: CN1CCC(CC1)COC2=C(C=C3C(=C2)N=CN=C3NC4=C(C=C(C=C4)Br)F)OC. Drug 2: CC1CCC2CC(C(=CC=CC=CC(CC(C(=O)C(C(C(=CC(C(=O)CC(OC(=O)C3CCCCN3C(=O)C(=O)C1(O2)O)C(C)CC4CCC(C(C4)OC)O)C)C)O)OC)C)C)C)OC. Cell line: COLO 205. Synergy scores: CSS=20.6, Synergy_ZIP=4.71, Synergy_Bliss=5.32, Synergy_Loewe=-23.1, Synergy_HSA=-1.20. (2) Synergy scores: CSS=-6.34, Synergy_ZIP=3.37, Synergy_Bliss=2.71, Synergy_Loewe=-8.03, Synergy_HSA=-3.99. Drug 1: CC(C1=C(C=CC(=C1Cl)F)Cl)OC2=C(N=CC(=C2)C3=CN(N=C3)C4CCNCC4)N. Cell line: SK-MEL-28. Drug 2: CS(=O)(=O)OCCCCOS(=O)(=O)C. (3) Synergy scores: CSS=4.81, Synergy_ZIP=-0.461, Synergy_Bliss=0.426, Synergy_Loewe=-1.19, Synergy_HSA=0.487. Cell line: SK-OV-3. Drug 1: C1CCN(CC1)CCOC2=CC=C(C=C2)C(=O)C3=C(SC4=C3C=CC(=C4)O)C5=CC=C(C=C5)O. Drug 2: C1CN(P(=O)(OC1)NCCCl)CCCl. (4) Synergy scores: CSS=65.4, Synergy_ZIP=-4.52, Synergy_Bliss=-9.46, Synergy_Loewe=-34.6, Synergy_HSA=-6.64. Cell line: KM12. Drug 2: CC=C1C(=O)NC(C(=O)OC2CC(=O)NC(C(=O)NC(CSSCCC=C2)C(=O)N1)C(C)C)C(C)C. Drug 1: C1CC(=O)NC(=O)C1N2CC3=C(C2=O)C=CC=C3N. (5) Drug 1: CN1CCC(CC1)COC2=C(C=C3C(=C2)N=CN=C3NC4=C(C=C(C=C4)Br)F)OC. Drug 2: CC12CCC(CC1=CCC3C2CCC4(C3CC=C4C5=CN=CC=C5)C)O. Cell line: UACC62. Synergy scores: CSS=12.4, Synergy_ZIP=-2.62, Synergy_Bliss=1.20, Synergy_Loewe=-0.730, Synergy_HSA=1.85. (6) Drug 1: CS(=O)(=O)CCNCC1=CC=C(O1)C2=CC3=C(C=C2)N=CN=C3NC4=CC(=C(C=C4)OCC5=CC(=CC=C5)F)Cl. Drug 2: CC1CCC2CC(C(=CC=CC=CC(CC(C(=O)C(C(C(=CC(C(=O)CC(OC(=O)C3CCCCN3C(=O)C(=O)C1(O2)O)C(C)CC4CCC(C(C4)OC)OP(=O)(C)C)C)C)O)OC)C)C)C)OC. Cell line: UACC62. Synergy scores: CSS=25.0, Synergy_ZIP=-3.19, Synergy_Bliss=0.663, Synergy_Loewe=3.26, Synergy_HSA=4.48.